From a dataset of Reaction yield outcomes from USPTO patents with 853,638 reactions. Predict the reaction yield, written as a fraction of the theoretical maximum amount of product (1.0 means a 100% yield; for example, 0.34 means a 34% yield). (1) The reactants are [H-].[Na+].[F:3][C:4]([F:17])([F:16])[C:5]1[CH:14]=[C:13]2[C:8]([CH:9]=[CH:10][NH:11][C:12]2=[O:15])=[CH:7][CH:6]=1.Br[CH2:19][C:20]1[CH:25]=[C:24]([Cl:26])[CH:23]=[CH:22][C:21]=1[S:27]([CH2:30][CH3:31])(=[O:29])=[O:28]. The catalyst is CN(C=O)C.O. The product is [Cl:26][C:24]1[CH:23]=[CH:22][C:21]([S:27]([CH2:30][CH3:31])(=[O:29])=[O:28])=[C:20]([CH2:19][N:11]2[CH:10]=[CH:9][C:8]3[C:13](=[CH:14][C:5]([C:4]([F:3])([F:16])[F:17])=[CH:6][CH:7]=3)[C:12]2=[O:15])[CH:25]=1. The yield is 0.730. (2) The reactants are C(O[C:6]([N:8](C)[CH2:9][CH2:10][CH2:11][CH2:12][CH2:13][O:14][CH2:15][C:16]([O:18][CH2:19][CH3:20])=[O:17])=O)(C)(C)C.FC(F)(F)C(O)=O. The catalyst is ClCCl. The product is [CH3:6][NH:8][CH2:9][CH2:10][CH2:11][CH2:12][CH2:13][O:14][CH2:15][C:16]([O:18][CH2:19][CH3:20])=[O:17]. The yield is 0.990.